Dataset: Full USPTO retrosynthesis dataset with 1.9M reactions from patents (1976-2016). Task: Predict the reactants needed to synthesize the given product. Given the product [CH3:56][C:46]1([CH3:38])[C:47]2([CH2:2][S:16]([OH:19])(=[O:17])=[O:15])[C:48]([CH2:49][CH:50]1[CH2:51][CH2:52]2)=[O:54], predict the reactants needed to synthesize it. The reactants are: N#[C:2]Br.CC(N[C@H]1[C@H](O)O[C@H]([O:15][S:16]([OH:19])(=O)=[O:17])[C@H](O)[C@@H]1O[C@@H]1O[C@H](C(O)=O)[C@@H](O)[C@H](O)[C@H]1O)=O.[OH-].[Na+].C1C(N)=CC2C(O[C:46]3([C:56]4C=CC(O)=CC=4[O:54][C:48]4[CH:49]=[C:50](O)[CH:51]=[CH:52][C:47]3=4)[C:38]=2C=1)=O.